This data is from Forward reaction prediction with 1.9M reactions from USPTO patents (1976-2016). The task is: Predict the product of the given reaction. (1) Given the reactants [N:1]([N:3]1[CH2:11][CH2:10][CH2:9][CH2:8][CH:4]1[C:5]([OH:7])=[O:6])=O.FC(F)(F)C(O)=O, predict the reaction product. The product is: [NH:1]1[N:3]2[CH2:11][CH2:10][CH2:9][CH2:8][CH:4]2[C:5](=[O:7])[O:6]1. (2) Given the reactants Br[C:2]1[CH:3]=[C:4]([NH:8][C:9](=[O:27])[C:10]2[CH:15]=[CH:14][N:13]=[C:12]([NH:16][C:17]3[CH:22]=[CH:21][CH:20]=[C:19]([C:23]([F:26])([F:25])[F:24])[N:18]=3)[CH:11]=2)[CH:5]=[N:6][CH:7]=1.[C:28]1(B(O)O)[CH:33]=[CH:32][CH:31]=[CH:30][CH:29]=1.C(=O)([O-])[O-].[Na+].[Na+], predict the reaction product. The product is: [C:28]1([C:2]2[CH:3]=[C:4]([NH:8][C:9](=[O:27])[C:10]3[CH:15]=[CH:14][N:13]=[C:12]([NH:16][C:17]4[CH:22]=[CH:21][CH:20]=[C:19]([C:23]([F:26])([F:25])[F:24])[N:18]=4)[CH:11]=3)[CH:5]=[N:6][CH:7]=2)[CH:33]=[CH:32][CH:31]=[CH:30][CH:29]=1. (3) Given the reactants C[C:2](C)([O-:4])C.[K+].[C:7]([O:11][C:12]([N:14]1[CH2:19][CH2:18][CH:17]([C:20]2[O:21][C:22]([CH2:25]Cl)=[N:23][N:24]=2)[CH2:16][CH2:15]1)=[O:13])([CH3:10])([CH3:9])[CH3:8], predict the reaction product. The product is: [CH3:2][O:4][CH2:25][C:22]1[O:21][C:20]([CH:17]2[CH2:18][CH2:19][N:14]([C:12]([O:11][C:7]([CH3:10])([CH3:9])[CH3:8])=[O:13])[CH2:15][CH2:16]2)=[N:24][N:23]=1. (4) Given the reactants [C:1]([O:5][C:6]([N:8]1[CH2:13][CH2:12][C:11]2([NH:18][C:17](=[O:19])[C:16]3[CH:20]=[C:21](Br)[CH:22]=[CH:23][C:15]=3[O:14]2)[CH2:10][CH2:9]1)=[O:7])([CH3:4])([CH3:3])[CH3:2].[C:25]([O:29][CH3:30])(=[O:28])[CH:26]=[CH2:27], predict the reaction product. The product is: [CH3:30][O:29][C:25](=[O:28])/[CH:26]=[CH:27]/[C:21]1[CH:22]=[CH:23][C:15]2[O:14][C:11]3([CH2:12][CH2:13][N:8]([C:6]([O:5][C:1]([CH3:4])([CH3:3])[CH3:2])=[O:7])[CH2:9][CH2:10]3)[NH:18][C:17](=[O:19])[C:16]=2[CH:20]=1. (5) Given the reactants C(OC(=O)[C:5](=[N:7][O:8][CH2:9][CH2:10][CH3:11])[CH3:6])C.[OH-].[Na+].C(Cl)(=O)[C:16](Cl)=[O:17].C(N(CC)CC)C.[NH2:28][C:29]1[CH:34]=[CH:33][CH:32]=[C:31]([CH2:35][O:36]/[N:37]=[C:38](\[C:45]2[N:49]([CH3:50])[N:48]=[N:47][N:46]=2)/[C:39]2[CH:44]=[CH:43][CH:42]=[CH:41][CH:40]=2)[N:30]=1, predict the reaction product. The product is: [CH2:9]([O:8][N:7]=[CH:5][CH2:6][C:16]([NH:28][C:29]1[CH:34]=[CH:33][CH:32]=[C:31]([CH2:35][O:36]/[N:37]=[C:38](\[C:45]2[N:49]([CH3:50])[N:48]=[N:47][N:46]=2)/[C:39]2[CH:44]=[CH:43][CH:42]=[CH:41][CH:40]=2)[N:30]=1)=[O:17])[CH2:10][CH3:11]. (6) Given the reactants [C:1]([O:5][C:6]([N:8]1[CH2:13][CH2:12][N:11]([C:14]2[C:19](Cl)=[N:18][CH:17]=[CH:16][N:15]=2)[CH2:10][CH2:9]1)=[O:7])([CH3:4])([CH3:3])[CH3:2].[F:21][C:22]([F:34])([F:33])[O:23][C:24]1[CH:29]=[CH:28][C:27](B(O)O)=[CH:26][CH:25]=1.C(O)C.C(=O)([O-])[O-].[Na+].[Na+], predict the reaction product. The product is: [C:1]([O:5][C:6]([N:8]1[CH2:13][CH2:12][N:11]([C:14]2[C:19]([C:27]3[CH:26]=[CH:25][C:24]([O:23][C:22]([F:21])([F:33])[F:34])=[CH:29][CH:28]=3)=[N:18][CH:17]=[CH:16][N:15]=2)[CH2:10][CH2:9]1)=[O:7])([CH3:4])([CH3:3])[CH3:2]. (7) Given the reactants Cl[C:2]1[C:3]2[S:10][CH:9]=[C:8]([CH3:11])[C:4]=2[N:5]=[CH:6][N:7]=1.C(N(CC)CC)C, predict the reaction product. The product is: [CH3:11][C:8]1[C:4]2[N:5]=[CH:6][N:7]=[CH:2][C:3]=2[S:10][CH:9]=1. (8) Given the reactants [CH2:1]1[CH2:12][C:11]2[C:6](=[CH:7][CH:8]=[CH:9][CH:10]=2)[C:4](=[O:5])[CH2:3][CH2:2]1.[C:13](=O)([O:16]C)[O:14][CH3:15].[H-].[Na+].Cl, predict the reaction product. The product is: [O:5]=[C:4]1[C:6]2[CH:7]=[CH:8][CH:9]=[CH:10][C:11]=2[CH2:12][CH2:1][CH2:2][CH:3]1[C:13]([O:14][CH3:15])=[O:16].